From a dataset of Forward reaction prediction with 1.9M reactions from USPTO patents (1976-2016). Predict the product of the given reaction. (1) Given the reactants [CH2:1]([C:3]1[CH:8]=[CH:7][CH:6]=[C:5]([O:9][CH3:10])[C:4]=1/[CH:11]=N/C(C(C)C)C(C)C)[CH3:2].[OH-:20].[Na+], predict the reaction product. The product is: [CH2:1]([C:3]1[CH:8]=[CH:7][CH:6]=[C:5]([O:9][CH3:10])[C:4]=1[CH:11]=[O:20])[CH3:2]. (2) Given the reactants [NH:1]1[C:5]2[CH:6]=[CH:7][CH:8]=[CH:9][C:4]=2[N:3]=[C:2]1[C:10]([N:12]([CH2:30][CH:31]([CH3:33])[CH3:32])[C@@H:13]1[CH2:18][N:17]([C:19]([O:21][C:22]([CH3:25])([CH3:24])[CH3:23])=[O:20])[CH2:16][C@H:15]([C:26]([O:28][CH3:29])=[O:27])[CH2:14]1)=[O:11].Br[CH2:35][CH2:36][C:37]1[CH:42]=[CH:41][CH:40]=[CH:39][CH:38]=1.C(=O)([O-])[O-].[Cs+].[Cs+], predict the reaction product. The product is: [CH3:32][CH:31]([CH3:33])[CH2:30][N:12]([C:10]([C:2]1[N:3]([CH2:35][CH2:36][C:37]2[CH:42]=[CH:41][CH:40]=[CH:39][CH:38]=2)[C:4]2[CH:9]=[CH:8][CH:7]=[CH:6][C:5]=2[N:1]=1)=[O:11])[C@@H:13]1[CH2:18][N:17]([C:19]([O:21][C:22]([CH3:23])([CH3:24])[CH3:25])=[O:20])[CH2:16][C@H:15]([C:26]([O:28][CH3:29])=[O:27])[CH2:14]1. (3) Given the reactants [NH2:1][C:2]1[CH:7]=[CH:6][CH:5]=[CH:4][CH:3]=1.[CH3:8][O:9][C:10]1[CH:11]=[C:12]([NH:22][C:23]2[N:24]=[C:25](OS(C(F)(F)F)(=O)=O)[C:26]3[CH2:32][N:31](C(OC(C)(C)C)=O)[CH2:30][CH2:29][C:27]=3[N:28]=2)[CH:13]=[CH:14][C:15]=1[N:16]1[CH:20]=[C:19]([CH3:21])[N:18]=[CH:17]1.Cl, predict the reaction product. The product is: [CH3:8][O:9][C:10]1[CH:11]=[C:12]([NH:22][C:23]2[N:24]=[C:25]([NH:1][C:2]3[CH:7]=[CH:6][CH:5]=[CH:4][CH:3]=3)[C:26]3[CH2:32][NH:31][CH2:30][CH2:29][C:27]=3[N:28]=2)[CH:13]=[CH:14][C:15]=1[N:16]1[CH:20]=[C:19]([CH3:21])[N:18]=[CH:17]1. (4) The product is: [CH3:23][C:24]1[CH:25]=[C:26]([CH:29]=[CH:30][CH:31]=1)[CH2:27][N:1]1[CH2:6][CH2:5][CH2:4][CH2:3][C@@H:2]1[C:7]([NH:9][C:10]1([C:13]2[CH:14]=[CH:15][C:16]([C:17]([O:19][CH3:20])=[O:18])=[CH:21][CH:22]=2)[CH2:12][CH2:11]1)=[O:8]. Given the reactants [NH:1]1[CH2:6][CH2:5][CH2:4][CH2:3][C@@H:2]1[C:7]([NH:9][C:10]1([C:13]2[CH:22]=[CH:21][C:16]([C:17]([O:19][CH3:20])=[O:18])=[CH:15][CH:14]=2)[CH2:12][CH2:11]1)=[O:8].[CH3:23][C:24]1[CH:25]=[C:26]([CH:29]=[CH:30][CH:31]=1)[CH2:27]Br.C([O-])([O-])=O.[Na+].[Na+], predict the reaction product. (5) Given the reactants [C:1]1([SH:7])[CH:6]=[CH:5][CH:4]=[CH:3][CH:2]=1.I[C:9]1[CH:10]=[C:11]([N+:15]([O-:17])=[O:16])[CH:12]=[CH:13][CH:14]=1.C([O-])([O-])=O.[K+].[K+], predict the reaction product. The product is: [C:1]1([S:7][C:9]2[CH:14]=[CH:13][CH:12]=[C:11]([N+:15]([O-:17])=[O:16])[CH:10]=2)[CH:6]=[CH:5][CH:4]=[CH:3][CH:2]=1. (6) Given the reactants [O:1]1[C:10]2[C:5](=[CH:6][C:7]([C:11]3[C:16]([CH:17]4[CH2:19][CH2:18]4)=[CH:15][C:14]([N+:20]([O-:22])=[O:21])=[C:13]([CH3:23])[C:12]=3[CH:24]([O:27][CH:28]3[CH2:30][CH2:29]3)[CH2:25][OH:26])=[CH:8][CH:9]=2)[CH2:4][CH2:3][CH2:2]1.I(O)(=O)(=O)=O.Cl.C[Si](C=[N+]=[N-])(C)C.[CH2:44]([O:46]CC)C, predict the reaction product. The product is: [O:1]1[C:10]2[C:5](=[CH:6][C:7]([C:11]3[C:16]([CH:17]4[CH2:18][CH2:19]4)=[CH:15][C:14]([N+:20]([O-:22])=[O:21])=[C:13]([CH3:23])[C:12]=3[CH:24]([O:27][CH:28]3[CH2:29][CH2:30]3)[C:25]([O:46][CH3:44])=[O:26])=[CH:8][CH:9]=2)[CH2:4][CH2:3][CH2:2]1. (7) Given the reactants [OH:1][C:2]1[N:6]([C:7]2[CH:15]=[CH:14][C:10]([C:11]([OH:13])=O)=[CH:9][N:8]=2)[N:5]=[CH:4][C:3]=1[C:16]1[CH:21]=[CH:20][N:19]=[C:18]([O:22][CH3:23])[CH:17]=1.Cl.[O:25]1[CH2:30][CH2:29][CH2:28][CH2:27][CH:26]1[CH2:31][CH2:32][NH2:33], predict the reaction product. The product is: [OH:1][C:2]1[N:6]([C:7]2[CH:15]=[CH:14][C:10]([C:11]([NH:33][CH2:32][CH2:31][CH:26]3[CH2:27][CH2:28][CH2:29][CH2:30][O:25]3)=[O:13])=[CH:9][N:8]=2)[N:5]=[CH:4][C:3]=1[C:16]1[CH:21]=[CH:20][N:19]=[C:18]([O:22][CH3:23])[CH:17]=1.